From a dataset of Catalyst prediction with 721,799 reactions and 888 catalyst types from USPTO. Predict which catalyst facilitates the given reaction. (1) Reactant: [CH:1]1([C:4]2[N:5]=[C:6]3[CH:11]=[CH:10][C:9]([N:12]4[CH:17]=[CH:16][C:15]([OH:18])=[CH:14][C:13]4=[O:19])=[CH:8][N:7]3[C:20]=2[CH3:21])[CH2:3][CH2:2]1.[Cl:22][C:23]1[S:27][C:26]([CH2:28]O)=[CH:25][CH:24]=1.C(P(CCCC)CCCC)CCC.N(C(N1CCCCC1)=O)=NC(N1CCCCC1)=O. Product: [Cl:22][C:23]1[S:27][C:26]([CH2:28][O:18][C:15]2[CH:16]=[CH:17][N:12]([C:9]3[CH:10]=[CH:11][C:6]4[N:7]([C:20]([CH3:21])=[C:4]([CH:1]5[CH2:3][CH2:2]5)[N:5]=4)[CH:8]=3)[C:13](=[O:19])[CH:14]=2)=[CH:25][CH:24]=1. The catalyst class is: 1. (2) The catalyst class is: 40. Reactant: [N:1]1[C:10]2[C:5](=[CH:6][C:7]([C:11]([NH:13][NH2:14])=[O:12])=[CH:8][CH:9]=2)[CH:4]=[CH:3][CH:2]=1.[C:15](=S)=[S:16].C(N(CC)CC)C.[Cl-].[NH4+].[Cl-].[Na+]. Product: [N:1]1[C:10]2[C:5](=[CH:6][C:7]([C:11]3[O:12][C:15]([SH:16])=[N:14][N:13]=3)=[CH:8][CH:9]=2)[CH:4]=[CH:3][CH:2]=1. (3) Reactant: [F:1][C:2]1[C:7]([NH2:8])=[CH:6][CH:5]=[C:4]([F:9])[C:3]=1[NH:10][C:11]1[C:16]([C:17]2[N:25]=[CH:24][N:23]=[C:22]3[C:18]=2[N:19]=[CH:20][N:21]3[CH:26]2[CH2:31][CH2:30][CH2:29][CH2:28][O:27]2)=[CH:15][CH:14]=[CH:13][N:12]=1.[O:32]1[CH2:36][CH2:35][O:34][CH:33]1[C:37]1[O:41][C:40]([S:42](Cl)(=[O:44])=[O:43])=[CH:39][CH:38]=1.N1C=CC=CC=1. The catalyst class is: 4. Product: [F:1][C:2]1[C:3]([NH:10][C:11]2[C:16]([C:17]3[N:25]=[CH:24][N:23]=[C:22]4[C:18]=3[N:19]=[CH:20][N:21]4[CH:26]3[CH2:31][CH2:30][CH2:29][CH2:28][O:27]3)=[CH:15][CH:14]=[CH:13][N:12]=2)=[C:4]([F:9])[CH:5]=[CH:6][C:7]=1[NH:8][S:42]([C:40]1[O:41][C:37]([CH:33]2[O:34][CH2:35][CH2:36][O:32]2)=[CH:38][CH:39]=1)(=[O:43])=[O:44]. (4) Reactant: [C:1]1([CH2:11]P(=O)(OCC)OCC)[C:10]2[C:5](=[CH:6][CH:7]=[CH:8][CH:9]=2)[CH:4]=[CH:3][CH:2]=1.CC(C)([O-])C.[K+].[CH:26]([C:28]1[N:29]=[C:30]([CH:33]2[CH2:38][CH2:37][N:36]([C:39]([O:41][C:42]([CH3:45])([CH3:44])[CH3:43])=[O:40])[CH2:35][CH2:34]2)[S:31][CH:32]=1)=O.[Cl-].[NH4+]. Product: [C:1]1(/[CH:11]=[CH:26]/[C:28]2[N:29]=[C:30]([CH:33]3[CH2:34][CH2:35][N:36]([C:39]([O:41][C:42]([CH3:45])([CH3:44])[CH3:43])=[O:40])[CH2:37][CH2:38]3)[S:31][CH:32]=2)[C:10]2[C:5](=[CH:6][CH:7]=[CH:8][CH:9]=2)[CH:4]=[CH:3][CH:2]=1. The catalyst class is: 7. (5) The catalyst class is: 9. Reactant: [F:1][C:2]([F:6])([F:5])[CH2:3][OH:4].C(=O)([O-])[O-].[K+].[K+].[N+]([C:16]1[CH:21]=[CH:20][N:19]=[C:18]([CH2:22][S@:23]([C:25]2[NH:29][C:28]3[CH:30]=[CH:31][CH:32]=[CH:33][C:27]=3[N:26]=2)=[O:24])[C:17]=1[CH3:34])([O-])=O. Product: [CH3:34][C:17]1[C:18]([CH2:22][S@:23]([C:25]2[NH:26][C:27]3[CH:33]=[CH:32][CH:31]=[CH:30][C:28]=3[N:29]=2)=[O:24])=[N:19][CH:20]=[CH:21][C:16]=1[O:4][CH2:3][C:2]([F:6])([F:5])[F:1]. (6) Reactant: [C:1]1([CH2:7][O:8][C:9]([NH:11][CH2:12][C:13]([NH:15][C:16]2[CH:21]=[CH:20][CH:19]=[CH:18][C:17]=2[NH:22][CH:23]2[CH2:28][CH2:27][N:26]([C:29]([O:31][C:32]([CH3:35])([CH3:34])[CH3:33])=[O:30])[CH2:25][CH2:24]2)=O)=[O:10])[CH:6]=[CH:5][CH:4]=[CH:3][CH:2]=1. Product: [C:1]1([CH2:7][O:8][C:9]([NH:11][CH2:12][C:13]2[N:22]([CH:23]3[CH2:28][CH2:27][N:26]([C:29]([O:31][C:32]([CH3:34])([CH3:35])[CH3:33])=[O:30])[CH2:25][CH2:24]3)[C:17]3[CH:18]=[CH:19][CH:20]=[CH:21][C:16]=3[N:15]=2)=[O:10])[CH:2]=[CH:3][CH:4]=[CH:5][CH:6]=1. The catalyst class is: 15. (7) Reactant: [NH2:1][C:2]1[CH:7]=[CH:6][C:5]([C:8]#[N:9])=[CH:4][C:3]=1[NH:10][C:11](=O)[CH2:12][CH2:13][CH2:14][CH2:15][N:16]1[CH2:21][CH2:20][CH2:19][CH2:18][CH2:17]1.[H-].[Na+].I[CH2:26][CH2:27][CH3:28]. Product: [N:16]1([CH2:15][CH2:14][CH2:13][CH2:12][C:11]2[N:10]([CH2:26][CH2:27][CH3:28])[C:3]3[CH:4]=[C:5]([C:8]#[N:9])[CH:6]=[CH:7][C:2]=3[N:1]=2)[CH2:21][CH2:20][CH2:19][CH2:18][CH2:17]1. The catalyst class is: 3. (8) Reactant: CON(C(C)=O)[C:4](=[O:6])[CH3:5].[NH2:10][CH:11]([CH2:28][C:29]1[CH:34]=[C:33]([F:35])[CH:32]=[C:31]([F:36])[CH:30]=1)[CH:12]([OH:27])[CH2:13][NH:14][C:15]1([C:18]2[O:19][C:20]([C:23]([CH3:26])([CH3:25])[CH3:24])=[CH:21][N:22]=2)[CH2:17][CH2:16]1.C(N(CC)CC)C. Product: [C:23]([C:20]1[O:19][C:18]([C:15]2([NH:14][CH2:13][CH:12]([OH:27])[CH:11]([NH:10][C:4](=[O:6])[CH3:5])[CH2:28][C:29]3[CH:30]=[C:31]([F:36])[CH:32]=[C:33]([F:35])[CH:34]=3)[CH2:16][CH2:17]2)=[N:22][CH:21]=1)([CH3:24])([CH3:26])[CH3:25]. The catalyst class is: 2. (9) Reactant: [N+:1]([C:4]1[CH:5]=[N:6][CH:7]=[CH:8][C:9]=1[NH2:10])([O-:3])=[O:2].CC([O-])=O.[Na+].[Br:16]Br.C([O-])(O)=O.[Na+]. Product: [Br:16][C:8]1[CH:7]=[N:6][CH:5]=[C:4]([N+:1]([O-:3])=[O:2])[C:9]=1[NH2:10]. The catalyst class is: 211. (10) Reactant: [CH3:1][O:2][C:3]1[CH:4]=[C:5]2[C:10](=[CH:11][C:12]=1[O:13][CH3:14])[N:9]=[CH:8][N:7]=[C:6]2[O:15][C:16]1[CH:22]=[CH:21][C:19]([NH2:20])=[CH:18][CH:17]=1.ClC(Cl)(O[C:27](=[O:33])OC(Cl)(Cl)Cl)Cl.FC1[CH:43]=[C:42](F)[CH:41]=[CH:40][C:37]=1[CH2:38][NH2:39].CO.C([N:49](CC)CC)C. Product: [CH3:1][O:2][C:3]1[CH:4]=[C:5]2[C:10](=[CH:11][C:12]=1[O:13][CH3:14])[N:9]=[CH:8][N:7]=[C:6]2[O:15][C:16]1[CH:22]=[CH:21][C:19]([NH:20][C:27]([NH:49][CH2:43][C:42]2[CH:41]=[CH:40][CH:37]=[CH:38][N:39]=2)=[O:33])=[CH:18][CH:17]=1. The catalyst class is: 22.